Regression. Given a peptide amino acid sequence and an MHC pseudo amino acid sequence, predict their binding affinity value. This is MHC class II binding data. From a dataset of Peptide-MHC class II binding affinity with 134,281 pairs from IEDB. (1) The peptide sequence is SQDLFLSWNLNGLQAY. The MHC is DRB1_0401 with pseudo-sequence DRB1_0401. The binding affinity (normalized) is 0.200. (2) The peptide sequence is ALTIYEMLQNIFAIF. The MHC is DRB1_0701 with pseudo-sequence DRB1_0701. The binding affinity (normalized) is 0.484. (3) The peptide sequence is RGIVKENIIDLTKIDR. The MHC is HLA-DPA10103-DPB10401 with pseudo-sequence HLA-DPA10103-DPB10401. The binding affinity (normalized) is 0.266. (4) The peptide sequence is AEEVKVIPAGELQVI. The MHC is HLA-DQA10201-DQB10202 with pseudo-sequence HLA-DQA10201-DQB10202. The binding affinity (normalized) is 0.385. (5) The peptide sequence is KPTGAGPKDNGGACG. The MHC is HLA-DQA10501-DQB10301 with pseudo-sequence HLA-DQA10501-DQB10301. The binding affinity (normalized) is 0.403. (6) The peptide sequence is DREVVANVIGLSGDS. The MHC is DRB1_0802 with pseudo-sequence DRB1_0802. The binding affinity (normalized) is 0.378. (7) The peptide sequence is ASIAARGYISTRVGM. The MHC is DRB1_0802 with pseudo-sequence DRB1_0802. The binding affinity (normalized) is 0.168. (8) The peptide sequence is GELDIVDKIDAAFKI. The MHC is DRB3_0101 with pseudo-sequence DRB3_0101. The binding affinity (normalized) is 0.784. (9) The peptide sequence is YFLMAYANQIHHVDL. The MHC is DRB5_0101 with pseudo-sequence DRB5_0101. The binding affinity (normalized) is 1.00. (10) The peptide sequence is FTQTMKGVERLAVMG. The MHC is HLA-DQA10201-DQB10301 with pseudo-sequence HLA-DQA10201-DQB10301. The binding affinity (normalized) is 0.426.